Dataset: Full USPTO retrosynthesis dataset with 1.9M reactions from patents (1976-2016). Task: Predict the reactants needed to synthesize the given product. (1) Given the product [N:10]1([C:12]2[CH:17]=[CH:16][N:15]=[C:14]([Cl:18])[N:13]=2)[CH2:11][CH2:8][CH2:9]1, predict the reactants needed to synthesize it. The reactants are: C(OC(=O)N[CH:8]1[CH2:11][N:10]([C:12]2[CH:17]=[CH:16][N:15]=[C:14]([Cl:18])[N:13]=2)[CH2:9]1)(C)(C)C.Cl.N1CCC1. (2) Given the product [CH:1]1([C@H:5]([NH:7][C:8]2[N:16]=[C:15]([C:17]3[NH:21][C:20](=[O:22])[O:19][N:18]=3)[N:14]=[C:13]3[C:9]=2[N:10]([CH2:33][C@H:34]2[CH2:35][CH2:36][C@H:37]([CH3:40])[CH2:38][CH2:39]2)[C:11]([C:23]([C:26]2[CH:31]=[CH:30][CH:29]=[CH:28][C:27]=2[F:32])=[CH2:24])=[N:12]3)[CH3:6])[CH2:2][CH2:3][CH2:4]1, predict the reactants needed to synthesize it. The reactants are: [CH:1]1([C@H:5]([NH:7][C:8]2[N:16]=[C:15]([C:17]3[NH:21][C:20](=[O:22])[O:19][N:18]=3)[N:14]=[C:13]3[C:9]=2[N:10]([CH2:33][C@H:34]2[CH2:39][CH2:38][C@H:37]([CH3:40])[CH2:36][CH2:35]2)[C:11]([C:23]([C:26]2[CH:31]=[CH:30][CH:29]=[CH:28][C:27]=2[F:32])(O)[CH3:24])=[N:12]3)[CH3:6])[CH2:4][CH2:3][CH2:2]1.O=S(Cl)Cl. (3) The reactants are: [Br:1][C:2]1[CH:7]=[CH:6][C:5](/[CH:8]=[C:9](\[CH2:15][C:16]#[N:17])/[C:10]([O:12][CH2:13][CH3:14])=[O:11])=[C:4]([N+:18]([O-])=O)[CH:3]=1.C([O-])([O-])=[O:22].[Na+].[Na+]. Given the product [NH2:17][C:16]1[CH2:15][C:9]([C:10]([O:12][CH2:13][CH3:14])=[O:11])=[CH:8][C:5]2[CH:6]=[CH:7][C:2]([Br:1])=[CH:3][C:4]=2[N:18]=1.[Br:1][C:2]1[CH:7]=[CH:6][C:5]2=[C:4]([CH:3]=1)[NH:18][C:16](=[O:22])[CH2:15][C:9]([C:10]([O:12][CH2:13][CH3:14])=[O:11])=[CH:8]2, predict the reactants needed to synthesize it. (4) Given the product [CH3:45][Si:44]([CH3:47])([CH3:46])[CH2:43][CH2:42][O:41][CH2:40][O:39][CH2:38][C:36]1[N:37]=[C:33]([C:31]([NH2:30])=[O:32])[S:34][CH:35]=1, predict the reactants needed to synthesize it. The reactants are: C[Si](C)(C)CCOCOCC1N=C(C(OCC)=O)SC=1.CC(C)(CC(=O)N[NH:30][C:31]([C:33]1[S:34][CH:35]=[C:36]([CH2:38][O:39][CH2:40][O:41][CH2:42][CH2:43][Si:44]([CH3:47])([CH3:46])[CH3:45])[N:37]=1)=[O:32])C(OC)=O.